Dataset: Catalyst prediction with 721,799 reactions and 888 catalyst types from USPTO. Task: Predict which catalyst facilitates the given reaction. Reactant: [H-].[Na+].[N+:3]([C:6]1[CH:11]=[CH:10][C:9]([N:12]2[C:21]3[N:22]4[CH:28]=[C:27]([NH:29][C:30](=[O:36])[CH2:31][CH2:32][CH2:33][CH2:34][CH3:35])[CH:26]=[CH:25][C:23]4=[N:24][C:20]=3[C:19]3[C:14](=[CH:15][CH:16]=[CH:17][CH:18]=3)[C:13]2=[O:37])=[CH:8][CH:7]=1)([O-:5])=[O:4].[CH3:38]I.O. Product: [N+:3]([C:6]1[CH:7]=[CH:8][C:9]([N:12]2[C:21]3[N:22]4[CH:28]=[C:27]([N:29]([CH3:38])[C:30](=[O:36])[CH2:31][CH2:32][CH2:33][CH2:34][CH3:35])[CH:26]=[CH:25][C:23]4=[N:24][C:20]=3[C:19]3[C:14](=[CH:15][CH:16]=[CH:17][CH:18]=3)[C:13]2=[O:37])=[CH:10][CH:11]=1)([O-:5])=[O:4]. The catalyst class is: 3.